From a dataset of Reaction yield outcomes from USPTO patents with 853,638 reactions. Predict the reaction yield, written as a fraction of the theoretical maximum amount of product (1.0 means a 100% yield; for example, 0.34 means a 34% yield). (1) The reactants are [CH3:1][O:2][CH2:3][CH:4]([CH3:29])[O:5][C:6]1[CH:7]=[C:8]([O:18][C:19]2[CH:20]=[N:21][C:22]([S:25]([CH3:28])(=[O:27])=[O:26])=[CH:23][CH:24]=2)[CH:9]=[C:10]2[C:14]=1[NH:13][C:12]([C:15](O)=[O:16])=[CH:11]2.O[N:31]1C2C=CC=CC=2N=N1.Cl.C(N=C=NCCCN(C)C)C.[OH-].[NH4+]. The catalyst is O.CN(C)C=O. The product is [CH3:1][O:2][CH2:3][CH:4]([CH3:29])[O:5][C:6]1[CH:7]=[C:8]([O:18][C:19]2[CH:20]=[N:21][C:22]([S:25]([CH3:28])(=[O:27])=[O:26])=[CH:23][CH:24]=2)[CH:9]=[C:10]2[C:14]=1[NH:13][C:12]([C:15]([NH2:31])=[O:16])=[CH:11]2. The yield is 0.980. (2) The reactants are [NH2:1][CH2:2][CH2:3][C@@H:4]([N:16]1[C:24](=[O:25])[C:23]2[C:18](=[CH:19][CH:20]=[CH:21][C:22]=2[NH:26][C:27]([CH:29]2[CH2:31][CH2:30]2)=[O:28])[CH2:17]1)[C:5]1[CH:10]=[CH:9][C:8]([O:11][CH3:12])=[C:7]([O:13][CH2:14][CH3:15])[CH:6]=1.C(N(CC)CC)C.[CH3:39][S:40](Cl)(=[O:42])=[O:41]. The catalyst is C(Cl)Cl. The product is [CH2:14]([O:13][C:7]1[CH:6]=[C:5]([C@H:4]([N:16]2[C:24](=[O:25])[C:23]3[C:18](=[CH:19][CH:20]=[CH:21][C:22]=3[NH:26][C:27]([CH:29]3[CH2:31][CH2:30]3)=[O:28])[CH2:17]2)[CH2:3][CH2:2][NH:1][S:40]([CH3:39])(=[O:42])=[O:41])[CH:10]=[CH:9][C:8]=1[O:11][CH3:12])[CH3:15]. The yield is 0.580. (3) The reactants are [NH2:1][C:2]1[N:7]=[CH:6][C:5]([C:8]#[CH:9])=[CH:4][N:3]=1.I[C:11]1[CH:12]=[C:13]([CH2:17][C:18]([OH:20])=[O:19])[CH:14]=[CH:15][CH:16]=1.C(N(CC)CC)C. The catalyst is CN(C=O)C.[Cu](I)I. The product is [NH2:1][C:2]1[N:7]=[CH:6][C:5]([C:8]#[C:9][C:11]2[CH:12]=[C:13]([CH2:17][C:18]([OH:20])=[O:19])[CH:14]=[CH:15][CH:16]=2)=[CH:4][N:3]=1. The yield is 0.920. (4) The reactants are [C:1]1([NH:7][C:8]2[CH:13]=[CH:12][CH:11]=[CH:10][CH:9]=2)[CH:6]=[CH:5][CH:4]=[CH:3][CH:2]=1.CC(C)([O-])C.[Na+].[C@@H]1(N)CCCC[C@H]1N.CCCCCCCCCCCC.I[C:41]1[CH:42]=[C:43]([CH3:48])[CH:44]=[C:45]([CH3:47])[CH:46]=1. The catalyst is [Cu]I.O1CCOCC1. The product is [CH3:47][C:45]1[CH:46]=[C:41]([N:7]([C:8]2[CH:9]=[CH:10][CH:11]=[CH:12][CH:13]=2)[C:1]2[CH:6]=[CH:5][CH:4]=[CH:3][CH:2]=2)[CH:42]=[C:43]([CH3:48])[CH:44]=1. The yield is 0.740.